Dataset: Forward reaction prediction with 1.9M reactions from USPTO patents (1976-2016). Task: Predict the product of the given reaction. (1) Given the reactants [CH3:1][O:2][C:3]1[CH:4]=[C:5]([C:13]2[CH:18]=[C:17]([CH2:19][N:20]3[CH2:25][CH2:24][C:23](=O)[CH2:22][CH2:21]3)[CH:16]=[CH:15][N:14]=2)[CH:6]=[C:7]([O:11][CH3:12])[C:8]=1[O:9][CH3:10].[CH3:27][S:28][C:29]1[CH:30]=[C:31]([CH:33]=[CH:34][CH:35]=1)[NH2:32], predict the reaction product. The product is: [CH3:27][S:28][C:29]1[CH:30]=[C:31]([CH:33]=[CH:34][CH:35]=1)[NH:32][CH:23]1[CH2:24][CH2:25][N:20]([CH2:19][C:17]2[CH:16]=[CH:15][N:14]=[C:13]([C:5]3[CH:6]=[C:7]([O:11][CH3:12])[C:8]([O:9][CH3:10])=[C:3]([O:2][CH3:1])[CH:4]=3)[CH:18]=2)[CH2:21][CH2:22]1. (2) Given the reactants [F:1][C:2]1[CH:7]=[C:6]([CH:8]=[C:9]([N+]([O-])=O)[CH3:10])[CH:5]=[CH:4][C:3]=1[S:14]([CH3:17])(=[O:16])=[O:15].Cl.C1C[O:22]CC1, predict the reaction product. The product is: [F:1][C:2]1[CH:7]=[C:6]([CH2:8][C:9](=[O:22])[CH3:10])[CH:5]=[CH:4][C:3]=1[S:14]([CH3:17])(=[O:16])=[O:15].